Regression. Given a peptide amino acid sequence and an MHC pseudo amino acid sequence, predict their binding affinity value. This is MHC class I binding data. From a dataset of Peptide-MHC class I binding affinity with 185,985 pairs from IEDB/IMGT. (1) The peptide sequence is AENTNTSKS. The MHC is HLA-A24:02 with pseudo-sequence HLA-A24:02. The binding affinity (normalized) is 0. (2) The binding affinity (normalized) is 0.0847. The peptide sequence is IQIQATETA. The MHC is HLA-A26:01 with pseudo-sequence HLA-A26:01. (3) The MHC is HLA-B18:01 with pseudo-sequence HLA-B18:01. The peptide sequence is GQFDSMLAK. The binding affinity (normalized) is 0.0847. (4) The peptide sequence is NRVTQDFTEV. The MHC is Mamu-B08 with pseudo-sequence Mamu-B08. The binding affinity (normalized) is 0.217. (5) The peptide sequence is AAIDRQVSVK. The MHC is HLA-A31:01 with pseudo-sequence HLA-A31:01. The binding affinity (normalized) is 0.103. (6) The peptide sequence is RFSFNCSMK. The MHC is HLA-A24:03 with pseudo-sequence HLA-A24:03. The binding affinity (normalized) is 0.275. (7) The peptide sequence is KRWAFRTGV. The MHC is HLA-A68:02 with pseudo-sequence HLA-A68:02. The binding affinity (normalized) is 0.0847.